Predict the reaction yield, written as a fraction of the theoretical maximum amount of product (1.0 means a 100% yield; for example, 0.34 means a 34% yield). From a dataset of Reaction yield outcomes from USPTO patents with 853,638 reactions. (1) The reactants are Cl[C:2]1[CH:7]=[C:6]([O:8][C:9]2[C:10]([CH2:18][CH3:19])=[N:11][C:12]([N+:15]([O-:17])=[O:16])=[CH:13][CH:14]=2)[CH:5]=[CH:4][N:3]=1.[CH3:20][N:21]1[CH:25]=[C:24](B2OC(C)(C)C(C)(C)O2)[CH:23]=[N:22]1.C([O-])([O-])=O.[K+].[K+].CCOC(C)=O. The catalyst is O1CCOCC1.O.C1C=CC([P]([Pd]([P](C2C=CC=CC=2)(C2C=CC=CC=2)C2C=CC=CC=2)([P](C2C=CC=CC=2)(C2C=CC=CC=2)C2C=CC=CC=2)[P](C2C=CC=CC=2)(C2C=CC=CC=2)C2C=CC=CC=2)(C2C=CC=CC=2)C2C=CC=CC=2)=CC=1. The product is [CH2:18]([C:10]1[C:9]([O:8][C:6]2[CH:5]=[CH:4][N:3]=[C:2]([C:24]3[CH:23]=[N:22][N:21]([CH3:20])[CH:25]=3)[CH:7]=2)=[CH:14][CH:13]=[C:12]([N+:15]([O-:17])=[O:16])[N:11]=1)[CH3:19]. The yield is 1.00. (2) The reactants are [NH:1]1[C:5]2=[N:6][CH:7]=[CH:8][CH:9]=[C:4]2[CH2:3][C:2]1=[O:10].[NH:11]1[C:19]2[C:14](=[CH:15][CH:16]=[C:17]([CH:20]=O)[CH:18]=2)[CH:13]=[N:12]1. The catalyst is CO.N1CCCCC1. The product is [NH:11]1[C:19]2[C:14](=[CH:15][CH:16]=[C:17](/[CH:20]=[C:3]3/[C:2](=[O:10])[NH:1][C:5]4[C:4]/3=[CH:9][CH:8]=[CH:7][N:6]=4)[CH:18]=2)[CH:13]=[N:12]1. The yield is 0.710. (3) The reactants are [Cl:1][C:2]1[CH:3]=[C:4]([C:9]([CH3:27])([CH2:13][CH2:14][N:15]2[CH2:20][CH2:19][CH:18]([N:21]3[CH2:25][CH2:24][CH2:23][C:22]3=[O:26])[CH2:17][CH2:16]2)[C:10]([OH:12])=O)[CH:5]=[CH:6][C:7]=1[Cl:8].[F:28][C:29]1[CH:34]=[CH:33][C:32]([CH:35](N)[CH3:36])=[CH:31][C:30]=1[C:38]([F:41])([F:40])[F:39].Cl.C[N:44](C(ON1N=NC2C=CC=NC1=2)=[N+](C)C)C.F[P-](F)(F)(F)(F)F.CCN(C(C)C)C(C)C. The catalyst is CN(C=O)C. The product is [Cl:1][C:2]1[CH:3]=[C:4]([C:9]([CH3:27])([CH2:13][CH2:14][N:15]2[CH2:20][CH2:19][CH:18]([N:21]3[CH2:25][CH2:24][CH2:23][C:22]3=[O:26])[CH2:17][CH2:16]2)[C:10]([NH:44][CH2:36][CH2:35][C:32]2[CH:33]=[CH:34][C:29]([F:28])=[C:30]([C:38]([F:41])([F:40])[F:39])[CH:31]=2)=[O:12])[CH:5]=[CH:6][C:7]=1[Cl:8]. The yield is 0.590. (4) The reactants are [C:1]1([CH2:7][N:8]2[CH2:13][C:12](=[O:14])[N:11]([CH2:15][C:16]3[CH:21]=[CH:20][CH:19]=[CH:18][CH:17]=3)[CH2:10][C:9]2=[O:22])[CH:6]=[CH:5][CH:4]=[CH:3][CH:2]=1.C([N-]C(C)C)(C)C.[Li+].[O:31]=[C:32]1[CH2:35][N:34]([C:36]([O:38][C:39]([CH3:42])([CH3:41])[CH3:40])=[O:37])[CH2:33]1. The catalyst is C1COCC1. The product is [O:14]=[C:12]1[N:11]([CH2:15][C:16]2[CH:21]=[CH:20][CH:19]=[CH:18][CH:17]=2)[CH2:10][C:9](=[O:22])[N:8]([CH2:7][C:1]2[CH:2]=[CH:3][CH:4]=[CH:5][CH:6]=2)[CH:13]1[C:32]1([OH:31])[CH2:33][N:34]([C:36]([O:38][C:39]([CH3:41])([CH3:40])[CH3:42])=[O:37])[CH2:35]1. The yield is 0.500. (5) The yield is 0.450. The catalyst is O.CC(C)([P](C(C)(C)C)([Pd][P](C(C)(C)C)(C(C)(C)C)C(C)(C)C)C(C)(C)C)C. The reactants are C[C:2](C)([O-:4])C.[Na+].C[C:8]1[CH:9]=[CH:10][CH:11]=[CH:12][C:13]=1C.[N:15]1([C:22]2[C:23]([CH3:36])=[C:24]([CH3:35])[C:25]3[O:29][C:28]([CH3:31])([CH3:30])[C:27](=[O:32])[C:26]=3[C:33]=2[CH3:34])[CH2:21][CH2:20][CH2:19][NH:18][CH2:17][CH2:16]1. The product is [CH3:2][O:4][C:13]1[CH:12]=[CH:11][C:10]([N:18]2[CH2:19][CH2:20][CH2:21][N:15]([C:22]3[C:23]([CH3:36])=[C:24]([CH3:35])[C:25]4[O:29][C:28]([CH3:31])([CH3:30])[C:27](=[O:32])[C:26]=4[C:33]=3[CH3:34])[CH2:16][CH2:17]2)=[CH:9][CH:8]=1.